This data is from Catalyst prediction with 721,799 reactions and 888 catalyst types from USPTO. The task is: Predict which catalyst facilitates the given reaction. (1) Reactant: [C:1]([O:9][CH2:10][C@@H:11]1[C:15]([O:17][C:18](=[O:20])[CH3:19])([CH3:16])[C@:14]([F:22])([CH3:21])[CH:13]([N:23]2[CH:31]=[N:30][C:29]3[C:24]2=[N:25][CH:26]=[N:27][C:28]=3Cl)[O:12]1)(=[O:8])[C:2]1[CH:7]=[CH:6][CH:5]=[CH:4][CH:3]=1.[CH3:33][O:34][C:35]1[CH:36]=[C:37]([CH:40]=[CH:41][CH:42]=1)[CH2:38][NH2:39].O. Product: [C:1]([O:9][CH2:10][C@@H:11]1[C:15]([O:17][C:18](=[O:20])[CH3:19])([CH3:16])[C@:14]([F:22])([CH3:21])[CH:13]([N:23]2[CH:31]=[N:30][C:29]3[C:24]2=[N:25][CH:26]=[N:27][C:28]=3[NH:39][CH2:38][C:37]2[CH:40]=[CH:41][CH:42]=[C:35]([O:34][CH3:33])[CH:36]=2)[O:12]1)(=[O:8])[C:2]1[CH:7]=[CH:6][CH:5]=[CH:4][CH:3]=1. The catalyst class is: 8. (2) Reactant: [N+:1]([C:4]1[CH:5]=[N:6][CH:7]=[CH:8][C:9]=1[N:10]1[CH2:15][CH2:14][N:13]([C:16]([O:18][C:19]([CH3:22])([CH3:21])[CH3:20])=[O:17])[CH2:12][CH2:11]1)([O-])=O. Product: [NH2:1][C:4]1[CH:5]=[N:6][CH:7]=[CH:8][C:9]=1[N:10]1[CH2:15][CH2:14][N:13]([C:16]([O:18][C:19]([CH3:22])([CH3:21])[CH3:20])=[O:17])[CH2:12][CH2:11]1. The catalyst class is: 748.